This data is from Full USPTO retrosynthesis dataset with 1.9M reactions from patents (1976-2016). The task is: Predict the reactants needed to synthesize the given product. (1) Given the product [Cl:1][C:2]1[CH:3]=[C:4]([C:30]2[CH2:31][CH2:32][C:33](=[O:36])[NH:34][N:35]=2)[CH:5]=[CH:6][C:7]=1[O:8][CH2:9][C:10]([N:12]1[CH2:13][CH2:14][CH:15]([NH:18][CH2:19][C@H:20]([OH:29])[CH2:21][O:22][C:23]2[CH:24]=[CH:25][C:26]([O:38][CH3:37])=[CH:27][CH:28]=2)[CH2:16][CH2:17]1)=[O:11], predict the reactants needed to synthesize it. The reactants are: [Cl:1][C:2]1[CH:3]=[C:4]([C:30]2[CH2:31][CH2:32][C:33](=[O:36])[NH:34][N:35]=2)[CH:5]=[CH:6][C:7]=1[O:8][CH2:9][C:10]([N:12]1[CH2:17][CH2:16][CH:15]([NH:18][CH2:19][C@H:20]([OH:29])[CH2:21][O:22][C:23]2[CH:28]=[CH:27][CH:26]=[CH:25][CH:24]=2)[CH2:14][CH2:13]1)=[O:11].[CH3:37][O:38]C1C=CC(O)=CC=1. (2) The reactants are: [CH:1]([O:4][C:5]([N:7]1[CH2:12][CH2:11][CH:10]([O:13][C:14]2[C:19]([CH3:20])=[C:18]([NH:21][C:22]3[C:23]([CH3:29])=[N:24][C:25](Cl)=[CH:26][CH:27]=3)[N:17]=[CH:16][N:15]=2)[CH2:9][CH2:8]1)=[O:6])([CH3:3])[CH3:2].[NH:30]1[CH2:35][CH2:34][O:33][CH2:32][CH2:31]1. Given the product [CH:1]([O:4][C:5]([N:7]1[CH2:12][CH2:11][CH:10]([O:13][C:14]2[C:19]([CH3:20])=[C:18]([NH:21][C:22]3[C:23]([CH3:29])=[N:24][C:25]([N:30]4[CH2:35][CH2:34][O:33][CH2:32][CH2:31]4)=[CH:26][CH:27]=3)[N:17]=[CH:16][N:15]=2)[CH2:9][CH2:8]1)=[O:6])([CH3:3])[CH3:2], predict the reactants needed to synthesize it. (3) The reactants are: [CH3:1][CH:2]1[CH2:9][C@H:8]2[C@H:4]([CH2:5][NH:6][C@@H:7]2[CH2:10][NH:11][C:12]([C:14]2[C:18]3[CH:19]=[CH:20][CH:21]=[CH:22][C:17]=3[O:16][N:15]=2)=[O:13])[CH2:3]1.[CH3:23][C:24]1[S:25][C:26]([C:32]2[CH:33]=[C:34]([CH3:38])[CH:35]=[CH:36][CH:37]=2)=[C:27]([C:29](O)=[O:30])[N:28]=1. Given the product [CH3:1][CH:2]1[CH2:9][C@H:8]2[C@H:4]([CH2:5][N:6]([C:29]([C:27]3[N:28]=[C:24]([CH3:23])[S:25][C:26]=3[C:32]3[CH:33]=[C:34]([CH3:38])[CH:35]=[CH:36][CH:37]=3)=[O:30])[C@@H:7]2[CH2:10][NH:11][C:12]([C:14]2[C:18]3[CH:19]=[CH:20][CH:21]=[CH:22][C:17]=3[O:16][N:15]=2)=[O:13])[CH2:3]1, predict the reactants needed to synthesize it.